Dataset: Reaction yield outcomes from USPTO patents with 853,638 reactions. Task: Predict the reaction yield, written as a fraction of the theoretical maximum amount of product (1.0 means a 100% yield; for example, 0.34 means a 34% yield). (1) The reactants are [C:1]([C:3]1[C:8]([F:9])=[CH:7][C:6]([N:10]2[CH2:15][CH2:14][N:13]([C:16]([O:18][C:19]([CH3:22])([CH3:21])[CH3:20])=[O:17])[CH2:12][CH2:11]2)=[C:5]([F:23])[CH:4]=1)#N.[OH-:24].[Na+].Cl.[OH2:27]. The catalyst is C(O)C. The product is [C:19]([O:18][C:16]([N:13]1[CH2:14][CH2:15][N:10]([C:6]2[C:5]([F:23])=[CH:4][C:3]([C:1]([OH:27])=[O:24])=[C:8]([F:9])[CH:7]=2)[CH2:11][CH2:12]1)=[O:17])([CH3:22])([CH3:21])[CH3:20]. The yield is 0.990. (2) The reactants are [F:1][C@H:2]1[CH2:7][NH:6][CH2:5][C@H:4]([NH:8][C:9]2[C:10]3[CH:17]=[CH:16][NH:15][C:11]=3[N:12]=[CH:13][N:14]=2)[CH2:3]1.C(Cl)Cl.CO.[CH2:23]1C[O:26][CH2:25][CH2:24]1. The catalyst is C([O-])(O)=O.[Na+]. The product is [N:12]1[C:11]2[NH:15][CH:16]=[CH:17][C:10]=2[C:9]([NH:8][C@@H:4]2[CH2:3][C@@H:2]([F:1])[CH2:7][N:6]([C:25](=[O:26])[CH:24]=[CH2:23])[CH2:5]2)=[N:14][CH:13]=1. The yield is 0.530. (3) The reactants are [Cl:1][C:2]1[CH:33]=[CH:32][CH:31]=[C:30]([Cl:34])[C:3]=1[C:4]([NH:6][CH:7]([CH2:11][C:12]1[CH:13]=[C:14]2[C:19](=[CH:20][CH:21]=1)[N:18]=[C:17]([C:22]1[C:27]([Cl:28])=[CH:26][CH:25]=[CH:24][C:23]=1[Cl:29])[CH:16]=[CH:15]2)[C:8]([OH:10])=[O:9])=[O:5].C(N(CC)CC)C.[C:42]([O:48][CH2:49]Cl)(=[O:47])[C:43]([CH3:46])([CH3:45])[CH3:44]. The catalyst is CCOC(C)=O. The product is [C:42]([O:48][CH2:49][O:9][C:8](=[O:10])[CH:7]([NH:6][C:4](=[O:5])[C:3]1[C:30]([Cl:34])=[CH:31][CH:32]=[CH:33][C:2]=1[Cl:1])[CH2:11][C:12]1[CH:13]=[C:14]2[C:19](=[CH:20][CH:21]=1)[N:18]=[C:17]([C:22]1[C:27]([Cl:28])=[CH:26][CH:25]=[CH:24][C:23]=1[Cl:29])[CH:16]=[CH:15]2)(=[O:47])[C:43]([CH3:46])([CH3:45])[CH3:44]. The yield is 0.850. (4) The reactants are N[C:2]1[C:7]([N+:8]([O-:10])=[O:9])=[CH:6][CH:5]=[CH:4][C:3]=1[OH:11].[BrH:12].N([O-])=O.[Na+]. The catalyst is O.O1CCOCC1. The product is [Br:12][C:2]1[C:7]([N+:8]([O-:10])=[O:9])=[CH:6][CH:5]=[CH:4][C:3]=1[OH:11]. The yield is 0.450.